This data is from Forward reaction prediction with 1.9M reactions from USPTO patents (1976-2016). The task is: Predict the product of the given reaction. (1) Given the reactants [CH:1]1([CH2:6][CH:7]([N:11]2[C:16](=[O:17])[CH:15]=[CH:14][CH:13]=[N:12]2)[C:8]([OH:10])=O)[CH2:5][CH2:4][CH2:3][CH2:2]1.[CH3:18][N:19]1[CH:23]=[CH:22][C:21]([NH2:24])=[N:20]1, predict the reaction product. The product is: [CH:1]1([CH2:6][CH:7]([N:11]2[C:16](=[O:17])[CH:15]=[CH:14][CH:13]=[N:12]2)[C:8]([NH:24][C:21]2[CH:22]=[CH:23][N:19]([CH3:18])[N:20]=2)=[O:10])[CH2:2][CH2:3][CH2:4][CH2:5]1. (2) Given the reactants Cl[C:2](Cl)([O:4]C(=O)OC(Cl)(Cl)Cl)Cl.[Br:13][C:14]1[CH:19]=[CH:18][C:17]([C@@H:20]([NH:22][CH2:23][CH2:24][C:25]2([OH:38])[CH2:37][CH2:36][C:28]3([O:33]CC(C)(C)CO3)[CH2:27][CH2:26]2)[CH3:21])=[CH:16][CH:15]=1.C(N(C(C)C)C(C)C)C.Cl, predict the reaction product. The product is: [Br:13][C:14]1[CH:15]=[CH:16][C:17]([C@@H:20]([N:22]2[CH2:23][CH2:24][C:25]3([CH2:26][CH2:27][C:28](=[O:33])[CH2:36][CH2:37]3)[O:38][C:2]2=[O:4])[CH3:21])=[CH:18][CH:19]=1. (3) Given the reactants [Cl:1][C:2]1[N:7]([CH2:8][CH2:9][O:10][C:11](=[O:13])[CH3:12])[C:6](=[O:14])[C:5]([NH:15][CH2:16][CH2:17][CH:18]2[CH2:23][CH2:22][CH2:21][CH2:20][NH:19]2)=[N:4][CH:3]=1.C=O.[C:26](O[BH-](OC(=O)C)OC(=O)C)(=O)C.[Na+].CO, predict the reaction product. The product is: [Cl:1][C:2]1[N:7]([CH2:8][CH2:9][O:10][C:11](=[O:13])[CH3:12])[C:6](=[O:14])[C:5]([NH:15][CH2:16][CH2:17][CH:18]2[CH2:23][CH2:22][CH2:21][CH2:20][N:19]2[CH3:26])=[N:4][CH:3]=1. (4) Given the reactants [CH3:1][C:2]1([CH3:21])[CH2:6][NH:5][C:4](=[O:7])[CH:3]1[O:8][C:9]1[CH:16]=[CH:15][C:12]([C:13]#[N:14])=[C:11]([C:17]([F:20])([F:19])[F:18])[CH:10]=1.[H-].[Na+].[C:24](Cl)(=[O:31])[C:25]1[CH:30]=[CH:29][CH:28]=[CH:27][CH:26]=1.[NH4+].[Cl-], predict the reaction product. The product is: [C:24]([N:5]1[CH2:6][C:2]([CH3:21])([CH3:1])[CH:3]([O:8][C:9]2[CH:16]=[CH:15][C:12]([C:13]#[N:14])=[C:11]([C:17]([F:18])([F:20])[F:19])[CH:10]=2)[C:4]1=[O:7])(=[O:31])[C:25]1[CH:30]=[CH:29][CH:28]=[CH:27][CH:26]=1. (5) Given the reactants [F:1][C:2]1[CH:31]=[C:30]([F:32])[CH:29]=[CH:28][C:3]=1[CH2:4][N:5]1[C:9]2=[CH:10][N:11]=[C:12]([C:14]([OH:16])=O)[CH:13]=[C:8]2[C:7]([CH2:17][N:18]2[CH2:23][CH2:22][C@@H:21]3[C:24](=[O:27])[NH:25][CH2:26][C@@H:20]3[CH2:19]2)=[CH:6]1.Cl.[CH3:34][NH:35][OH:36], predict the reaction product. The product is: [F:1][C:2]1[CH:31]=[C:30]([F:32])[CH:29]=[CH:28][C:3]=1[CH2:4][N:5]1[C:9]2=[CH:10][N:11]=[C:12]([C:14]([N:35]([OH:36])[CH3:34])=[O:16])[CH:13]=[C:8]2[C:7]([CH2:17][N:18]2[CH2:23][CH2:22][C@@H:21]3[C:24](=[O:27])[NH:25][CH2:26][C@@H:20]3[CH2:19]2)=[CH:6]1. (6) Given the reactants C(C1C=CC(B(O)O)=CC=1C)=O.CNC.[CH3:16][C:17]1[CH:18]=[C:19]([C:30]2[CH:35]=[CH:34][N:33]=[C:32]3[NH:36][CH:37]=[C:38]([C:39]#[N:40])[C:31]=23)[CH:20]=[CH:21][C:22]=1[CH2:23][N:24]1[CH2:29]COC[CH2:25]1, predict the reaction product. The product is: [CH3:29][N:24]([CH2:23][C:22]1[CH:21]=[CH:20][C:19]([C:30]2[CH:35]=[CH:34][N:33]=[C:32]3[NH:36][CH:37]=[C:38]([C:39]#[N:40])[C:31]=23)=[CH:18][C:17]=1[CH3:16])[CH3:25]. (7) Given the reactants [CH2:1]([S:3]([C:6]1[CH:11]=[CH:10][C:9]([C@@H:12]([NH:16]C(=O)OC(C)(C)C)[CH2:13][CH2:14][OH:15])=[CH:8][CH:7]=1)(=[O:5])=[O:4])[CH3:2].Cl, predict the reaction product. The product is: [NH2:16][C@H:12]([C:9]1[CH:10]=[CH:11][C:6]([S:3]([CH2:1][CH3:2])(=[O:5])=[O:4])=[CH:7][CH:8]=1)[CH2:13][CH2:14][OH:15]. (8) Given the reactants [N:1]12[CH2:8][CH2:7][CH:4]([CH2:5][CH2:6]1)[C@@H:3]([O:9][C:10](=[O:26])[C@H:11]([NH:19][C:20]1[CH:25]=[CH:24][CH:23]=[CH:22][CH:21]=1)[CH2:12][C:13]1[CH:18]=[CH:17][CH:16]=[CH:15][CH:14]=1)[CH2:2]2.[Br:27][CH2:28][C:29]([C:31]1[CH:36]=[CH:35][CH:34]=[CH:33][CH:32]=1)=[O:30], predict the reaction product. The product is: [Br-:27].[O:30]=[C:29]([C:31]1[CH:36]=[CH:35][CH:34]=[CH:33][CH:32]=1)[CH2:28][N+:1]12[CH2:6][CH2:5][CH:4]([CH2:7][CH2:8]1)[C@@H:3]([O:9][C:10](=[O:26])[C@H:11]([NH:19][C:20]1[CH:25]=[CH:24][CH:23]=[CH:22][CH:21]=1)[CH2:12][C:13]1[CH:18]=[CH:17][CH:16]=[CH:15][CH:14]=1)[CH2:2]2. (9) The product is: [CH3:1][O:2][C:3]1[CH:21]=[CH:20][C:6]([CH2:7][N:8]2[C:17]3[C:12](=[N:13][CH:14]=[C:15]([N:23]4[CH2:26][CH:25]([OH:27])[CH2:24]4)[CH:16]=3)[CH:11]=[CH:10][C:9]2=[O:19])=[CH:5][CH:4]=1. Given the reactants [CH3:1][O:2][C:3]1[CH:21]=[CH:20][C:6]([CH2:7][N:8]2[C:17]3[C:12](=[N:13][CH:14]=[C:15](Br)[CH:16]=3)[CH:11]=[CH:10][C:9]2=[O:19])=[CH:5][CH:4]=1.Cl.[NH:23]1[CH2:26][CH:25]([OH:27])[CH2:24]1.C([O-])([O-])=O.[Cs+].[Cs+], predict the reaction product.